From a dataset of Catalyst prediction with 721,799 reactions and 888 catalyst types from USPTO. Predict which catalyst facilitates the given reaction. (1) Reactant: Cl.[NH:2]1[CH2:7][CH2:6][CH:5]([C:8]2[CH:14]=[CH:13][C:11]([NH2:12])=[CH:10][CH:9]=2)[CH2:4][CH2:3]1.Br[CH2:16][C:17]1[CH:22]=[CH:21][C:20]([C:23]([OH:32])([C:28]([F:31])([F:30])[F:29])[C:24]([F:27])([F:26])[F:25])=[CH:19][CH:18]=1.C(=O)([O-])[O-].[K+].[K+]. Product: [NH2:12][C:11]1[CH:13]=[CH:14][C:8]([CH:5]2[CH2:6][CH2:7][N:2]([CH2:16][C:17]3[CH:18]=[CH:19][C:20]([C:23]([OH:32])([C:24]([F:25])([F:26])[F:27])[C:28]([F:29])([F:30])[F:31])=[CH:21][CH:22]=3)[CH2:3][CH2:4]2)=[CH:9][CH:10]=1. The catalyst class is: 10. (2) Reactant: [CH2:1]([S:3][C:4]1[CH:23]=[C:22]([C:24]([F:27])([F:26])[F:25])[CH:21]=[CH:20][C:5]=1[C:6]([NH:8]C1C=C(C(F)(F)F)C=CC=1O)=[O:7])[CH3:2].COCCOC(/N=N\C(OCCOC)=O)=O.[C:57]1(P([C:57]2[CH:62]=[CH:61][CH:60]=[CH:59][CH:58]=2)[C:57]2[CH:62]=[CH:61][CH:60]=[CH:59][CH:58]=2)[CH:62]=[CH:61][CH:60]=[CH:59][CH:58]=1.C1COCC1. The catalyst class is: 6. Product: [CH2:1]([S:3][C:4]1[CH:23]=[C:22]([C:24]([F:26])([F:25])[F:27])[CH:21]=[CH:20][C:5]=1[C:6]1[O:7][C:57]2[CH:58]=[CH:59][C:60]([C:24]([F:27])([F:26])[F:25])=[CH:61][C:62]=2[N:8]=1)[CH3:2]. (3) Reactant: [CH3:1][C:2]1[N:3]=[C:4]([N:8](COCCOC)[S:9]([C:12]2[S:13][CH:14]=[CH:15][C:16]=2[C:17]2[CH:22]=[CH:21][C:20]([CH2:23][N:24]3[C:28](=[O:29])[N:27]([C:30]4[CH:35]=[CH:34][CH:33]=[CH:32][N:31]=4)[N:26]=[C:25]3[CH2:36][CH2:37][CH3:38])=[CH:19][CH:18]=2)(=[O:11])=[O:10])[S:5][C:6]=1[CH3:7].Cl. Product: [CH3:1][C:2]1[N:3]=[C:4]([NH:8][S:9]([C:12]2[S:13][CH:14]=[CH:15][C:16]=2[C:17]2[CH:18]=[CH:19][C:20]([CH2:23][N:24]3[C:28](=[O:29])[N:27]([C:30]4[CH:35]=[CH:34][CH:33]=[CH:32][N:31]=4)[N:26]=[C:25]3[CH2:36][CH2:37][CH3:38])=[CH:21][CH:22]=2)(=[O:11])=[O:10])[S:5][C:6]=1[CH3:7]. The catalyst class is: 8. (4) Reactant: [CH2:1]([CH:3]([C:6]1[C:10]([CH2:11][CH2:12][CH2:13][OH:14])=[CH:9][N:8]([C:15]2[CH:20]=[CH:19][C:18]([C:21]([F:24])([F:23])[F:22])=[CH:17][N:16]=2)[N:7]=1)[CH2:4][CH3:5])[CH3:2].O[C:26]1[C:31]([CH3:32])=[CH:30][CH:29]=[CH:28][C:27]=1[CH2:33][C:34]([O:36]C)=[O:35].C(P(CCCC)CCCC)CCC.N(C(N1CCCCC1)=O)=NC(N1CCCCC1)=O. Product: [CH2:1]([CH:3]([C:6]1[C:10]([CH2:11][CH2:12][CH2:13][O:14][C:26]2[C:31]([CH3:32])=[CH:30][CH:29]=[CH:28][C:27]=2[CH2:33][C:34]([OH:36])=[O:35])=[CH:9][N:8]([C:15]2[CH:20]=[CH:19][C:18]([C:21]([F:23])([F:24])[F:22])=[CH:17][N:16]=2)[N:7]=1)[CH2:4][CH3:5])[CH3:2]. The catalyst class is: 7. (5) Product: [I:1][C:2]1[CH:3]=[C:4]([CH:8]=[CH:9][CH:10]=1)[C:5]([Cl:14])=[O:6]. Reactant: [I:1][C:2]1[CH:3]=[C:4]([CH:8]=[CH:9][CH:10]=1)[C:5](O)=[O:6].C(Cl)(=O)C([Cl:14])=O.CN(C=O)C. The catalyst class is: 2. (6) Product: [Br:1][C:2]1[C:3]([O:10][CH2:20][O:21][CH2:22][CH2:23][O:24][CH3:25])=[C:4]([CH:7]=[CH:8][CH:9]=1)[CH:5]=[O:6]. The catalyst class is: 4. Reactant: [Br:1][C:2]1[C:3]([OH:10])=[C:4]([CH:7]=[CH:8][CH:9]=1)[CH:5]=[O:6].C(N(C(C)C)CC)(C)C.[CH3:20][O:21][CH2:22][CH2:23][O:24][CH2:25]Cl. (7) The catalyst class is: 398. Product: [Cl:16][C:17]1[CH:18]=[C:19]([C:13]2[CH:14]=[CH:15][C:10]([C:1]3[CH:6]=[CH:5][CH:4]=[CH:3][CH:2]=3)=[CH:11][CH:12]=2)[CH:20]=[CH:21][CH:22]=1. Reactant: [C:1]1([C:10]2[CH:15]=[CH:14][CH:13]=[CH:12][CH:11]=2)[CH:6]=[CH:5][C:4](B(O)O)=[CH:3][CH:2]=1.[Cl:16][C:17]1[CH:22]=[CH:21][CH:20]=[C:19](I)[CH:18]=1.C([O-])([O-])=O.[K+].[K+]. (8) Reactant: [C:1]([C:5]1[CH:10]=[CH:9][CH:8]=[CH:7][C:6]=1[N:11]1[C:30]2[CH:29]=[CH:28][C:16]3[C:17](=[O:27])[N:18]([CH2:24][CH2:25]O)[C:19](=[O:23])[C:20]4=[CH:21][CH:22]=[C:13]([C:14]=2[C:15]=34)[C:12]1=[O:31])([CH3:4])([CH3:3])[CH3:2].P(Br)(Br)[Br:33]. Product: [C:1]([C:5]1[CH:10]=[CH:9][CH:8]=[CH:7][C:6]=1[N:11]1[C:30]2[CH:29]=[CH:28][C:16]3[C:17](=[O:27])[N:18]([CH2:24][CH2:25][Br:33])[C:19](=[O:23])[C:20]4=[CH:21][CH:22]=[C:13]([C:14]=2[C:15]=34)[C:12]1=[O:31])([CH3:4])([CH3:3])[CH3:2]. The catalyst class is: 22. (9) Reactant: [Cl:1][C:2]1[CH:3]=[C:4]([C:9]2[CH:10]=[C:11]([S:15]([NH:18][C:19]3[CH:27]=[CH:26][C:22]([C:23](O)=[O:24])=[CH:21][C:20]=3[S:28](=[O:31])(=[O:30])[NH2:29])(=[O:17])=[O:16])[CH:12]=[CH:13][CH:14]=2)[CH:5]=[CH:6][C:7]=1[Cl:8].C(N1C=CN=C1)([N:34]1C=CN=C1)=O.N.Cl. Product: [Cl:1][C:2]1[CH:3]=[C:4]([C:9]2[CH:10]=[C:11]([S:15]([NH:18][C:19]3[CH:27]=[CH:26][C:22]([C:23]([NH2:34])=[O:24])=[CH:21][C:20]=3[S:28](=[O:31])(=[O:30])[NH2:29])(=[O:17])=[O:16])[CH:12]=[CH:13][CH:14]=2)[CH:5]=[CH:6][C:7]=1[Cl:8]. The catalyst class is: 3.